This data is from Catalyst prediction with 721,799 reactions and 888 catalyst types from USPTO. The task is: Predict which catalyst facilitates the given reaction. (1) Reactant: Cl[C:2]1[C:3]2[N:4]([C:8]([CH:27]3[CH2:30][CH2:29][CH2:28]3)=[N:9][C:10]=2[C:11]2[CH:20]=[C:19]3[C:14]([CH:15]=[CH:16][C:17]([C:21]4[CH:26]=[CH:25][CH:24]=[CH:23][CH:22]=4)=[N:18]3)=[CH:13][CH:12]=2)[CH:5]=[CH:6][N:7]=1.[OH2:31].Cl. Product: [CH:27]1([C:8]2[N:4]3[CH:5]=[CH:6][N:7]=[C:2]([OH:31])[C:3]3=[C:10]([C:11]3[CH:20]=[C:19]4[C:14]([CH:15]=[CH:16][C:17]([C:21]5[CH:22]=[CH:23][CH:24]=[CH:25][CH:26]=5)=[N:18]4)=[CH:13][CH:12]=3)[N:9]=2)[CH2:28][CH2:29][CH2:30]1. The catalyst class is: 1. (2) Reactant: CC(N=NC(C#N)(C)C)(C#N)C.C([O:18][C:19]1(C)[CH:26]2CC3C[CH:24]([CH2:28][CH:20]1C3)[CH2:25]2)(=O)C(C)=C.O=C1C([O:36][C:37](=[O:41])[C:38]([CH3:40])=[CH2:39])CCO1.C(OC(O)C1C2C(=CC=CC=2)C=CC=1)(=[O:45])C=C.[F:59][C:60]([F:75])([S:71]([O-:74])(=[O:73])=[O:72])[C:61]([F:70])([F:69])[C:62]([F:68])([F:67])[C:63]([F:66])([F:65])[F:64].[C:76]1([SH+:82][C:83]2[CH:88]=[CH:87][CH:86]=[CH:85][CH:84]=2)[CH:81]=[CH:80][CH:79]=[CH:78][CH:77]=1. Product: [F:75][C:60]([F:59])([S:71]([O-:74])(=[O:73])=[O:72])[C:61]([F:69])([F:70])[C:62]([F:68])([F:67])[C:63]([F:66])([F:65])[F:64].[F:68][C:62]([F:67])([CH2:61][O:36][C:37](=[O:41])[C:38]([CH3:40])=[CH2:39])[C:63]([O:18][C:19]1[CH:20]=[CH:28][C:24]([S+:82]([C:76]2[CH:77]=[CH:78][CH:79]=[CH:80][CH:81]=2)[C:83]2[CH:84]=[CH:85][CH:86]=[CH:87][CH:88]=2)=[CH:25][CH:26]=1)=[O:45]. The catalyst class is: 783. (3) The catalyst class is: 11. Reactant: [CH3:1][C:2]([CH3:25])([CH3:24])[C:3]([O:5][C:6]1[CH:7]=[C:8]2[C:13](=[CH:14][C:15]=1[O:16][C:17](=[O:22])[C:18]([CH3:21])([CH3:20])[CH3:19])[N:12]=[CH:11][NH:10][C:9]2=O)=[O:4].O=P(Cl)(Cl)[Cl:28]. Product: [CH3:1][C:2]([CH3:25])([CH3:24])[C:3]([O:5][C:6]1[CH:7]=[C:8]2[C:13](=[CH:14][C:15]=1[O:16][C:17](=[O:22])[C:18]([CH3:21])([CH3:20])[CH3:19])[N:12]=[CH:11][N:10]=[C:9]2[Cl:28])=[O:4]. (4) Reactant: [Cl:1][C:2]1[N:7]=[C:6](Cl)[CH:5]=[CH:4][N:3]=1.C(N(CC)C(C)C)(C)C.[NH2:18][C:19]1[CH:24]=[CH:23][C:22]([SH:25])=[CH:21][CH:20]=1. Product: [Cl:1][C:2]1[N:7]=[C:6]([S:25][C:22]2[CH:23]=[CH:24][C:19]([NH2:18])=[CH:20][CH:21]=2)[CH:5]=[CH:4][N:3]=1. The catalyst class is: 32. (5) Reactant: [OH:1][C:2]([C:5]1[O:9][C:8]([C:10]2[S:11][CH:12]=[C:13]([C:15]([OH:17])=O)[N:14]=2)=[N:7][N:6]=1)([CH3:4])[CH3:3].Cl.[CH3:19][C@H:20]1[CH2:24][CH2:23][CH2:22][NH:21]1.CCN(C(C)C)C(C)C.CN(C(ON1N=NC2C=CC=NC1=2)=[N+](C)C)C.F[P-](F)(F)(F)(F)F. Product: [OH:1][C:2]([C:5]1[O:9][C:8]([C:10]2[S:11][CH:12]=[C:13]([C:15]([N:21]3[CH2:22][CH2:23][CH2:24][C@@H:20]3[CH3:19])=[O:17])[N:14]=2)=[N:7][N:6]=1)([CH3:3])[CH3:4]. The catalyst class is: 3. (6) Reactant: CC(C)([O-])C.[K+].[C:7]([CH2:9]P(=O)(OCC)OCC)#[N:8].[F:18][C:19]1[CH:20]=[C:21]([C@H:26]2[CH2:28]O2)[CH:22]=[CH:23][C:24]=1[F:25].O. Product: [F:18][C:19]1[CH:20]=[C:21]([C@@H:26]2[CH2:28][C@H:9]2[C:7]#[N:8])[CH:22]=[CH:23][C:24]=1[F:25]. The catalyst class is: 11.